This data is from Catalyst prediction with 721,799 reactions and 888 catalyst types from USPTO. The task is: Predict which catalyst facilitates the given reaction. (1) Reactant: [NH:1]1[CH2:6][CH2:5][CH:4]([C:7]([O:9][CH2:10][CH3:11])=[O:8])[CH2:3][CH2:2]1.N1C=CC=CC=1.Cl[C:19]([O:21][CH2:22][C:23]1[CH:28]=[CH:27][CH:26]=[CH:25][CH:24]=1)=[O:20]. Product: [CH2:10]([O:9][C:7]([CH:4]1[CH2:5][CH2:6][N:1]([C:19]([O:21][CH2:22][C:23]2[CH:28]=[CH:27][CH:26]=[CH:25][CH:24]=2)=[O:20])[CH2:2][CH2:3]1)=[O:8])[CH3:11]. The catalyst class is: 4. (2) Product: [CH:1]1([O:5][C:6]2[CH:11]=[CH:10][C:9]([CH2:12][C:13]([OH:15])=[O:14])=[CH:8][C:7]=2[O:17][CH3:18])[CH2:2][CH2:3][CH2:4]1. Reactant: [CH:1]1([O:5][C:6]2[CH:11]=[CH:10][C:9]([CH2:12][C:13]([O:15]C)=[O:14])=[CH:8][C:7]=2[O:17][CH3:18])[CH2:4][CH2:3][CH2:2]1.[OH-].[Li+]. The catalyst class is: 30. (3) Reactant: CCN(C(C)C)C(C)C.[OH:10][CH2:11][CH:12]1[CH2:17][CH2:16][NH:15][CH2:14][CH2:13]1.Cl[C:19]([O:21][CH2:22][C:23]1[CH:28]=[CH:27][CH:26]=[CH:25][CH:24]=1)=[O:20]. Product: [CH2:22]([O:21][C:19]([N:15]1[CH2:16][CH2:17][CH:12]([CH2:11][OH:10])[CH2:13][CH2:14]1)=[O:20])[C:23]1[CH:28]=[CH:27][CH:26]=[CH:25][CH:24]=1. The catalyst class is: 124. (4) Reactant: [O:1]1[CH2:6][CH2:5][CH2:4][CH2:3][CH:2]1[N:7]1[CH:11]=[CH:10][CH:9]=[N:8]1.C([Li])CCC.OC(C(O)(C)C)(C)C.[B:25]([O:34][CH:35]([CH3:37])[CH3:36])([O:30][CH:31]([CH3:33])[CH3:32])OC(C)C. Product: [O:1]1[CH2:6][CH2:5][CH2:4][CH2:3][CH:2]1[N:7]1[C:11]([B:25]2[O:30][C:31]([CH3:32])([CH3:33])[C:35]([CH3:36])([CH3:37])[O:34]2)=[CH:10][CH:9]=[N:8]1. The catalyst class is: 1. (5) Reactant: [NH2:1][C:2]1[C:3]([C:14]([O:16][CH2:17][CH3:18])=[O:15])=[N:4][C:5]2[C:10]([CH:11]=1)=[CH:9][C:8]([F:12])=[C:7]([Br:13])[CH:6]=2.N1C=CC=CC=1.Cl[C:26]([O:28][CH2:29][C:30]1[CH:35]=[CH:34][CH:33]=[CH:32][CH:31]=1)=[O:27]. Product: [CH2:29]([O:28][C:26]([NH:1][C:2]1[C:3]([C:14]([O:16][CH2:17][CH3:18])=[O:15])=[N:4][C:5]2[C:10]([CH:11]=1)=[CH:9][C:8]([F:12])=[C:7]([Br:13])[CH:6]=2)=[O:27])[C:30]1[CH:35]=[CH:34][CH:33]=[CH:32][CH:31]=1. The catalyst class is: 91.